From a dataset of Full USPTO retrosynthesis dataset with 1.9M reactions from patents (1976-2016). Predict the reactants needed to synthesize the given product. (1) Given the product [NH2:18][CH:17]1[CH:26]([C:27]([O:29][CH3:30])=[O:28])[CH2:10][N:6]2[CH:7]=[C:8]([C:19]([O:20][C:3]([CH3:17])([CH3:4])[CH3:1])=[O:22])[CH:9]=[C:4]2[CH:3]1[C:1]#[N:2], predict the reactants needed to synthesize it. The reactants are: [C:1]([C:3]([C:17]#[N:18])=[C:4]1[CH2:9][CH2:8][CH2:7][N:6]([C:10](OC(C)(C)C)=O)C1)#[N:2].[C:19](=[O:22])([O-])[O-:20].[K+].[K+].Br[CH2:26][C:27]([O:29][CH3:30])=[O:28].O. (2) Given the product [NH2:8][C:6]1[CH:5]=[CH:4][C:3]([N:11]2[C:20](=[O:21])[C:19]3[C:14](=[CH:15][CH:16]=[CH:17][CH:18]=3)[NH:13][C:12]2=[O:22])=[C:2]([Br:1])[CH:7]=1, predict the reactants needed to synthesize it. The reactants are: [Br:1][C:2]1[CH:7]=[C:6]([N+:8]([O-])=O)[CH:5]=[CH:4][C:3]=1[N:11]1[C:20](=[O:21])[C:19]2[C:14](=[CH:15][CH:16]=[CH:17][CH:18]=2)[NH:13][C:12]1=[O:22].O.O.[Sn](Cl)Cl.[OH-].[Na+]. (3) Given the product [CH3:29][O:28][CH2:27][CH2:26][N:23]1[CH2:24][CH2:25][C@H:21]([N:19]([CH3:20])[C:16]2[CH:17]=[CH:18][C:13]([NH:12][C:10]3[N:11]=[C:6]([O:5][C:4]4[CH:3]=[C:2]([NH:1][C:45](=[O:48])[CH:46]=[CH2:47])[CH:35]=[CH:34][CH:33]=4)[C:7]4[CH:32]=[CH:31][NH:30][C:8]=4[N:9]=3)=[CH:14][CH:15]=2)[CH2:22]1, predict the reactants needed to synthesize it. The reactants are: [NH2:1][C:2]1[CH:3]=[C:4]([CH:33]=[CH:34][CH:35]=1)[O:5][C:6]1[C:7]2[CH:32]=[CH:31][NH:30][C:8]=2[N:9]=[C:10]([NH:12][C:13]2[CH:18]=[CH:17][C:16]([N:19]([C@H:21]3[CH2:25][CH2:24][N:23]([CH2:26][CH2:27][O:28][CH3:29])[CH2:22]3)[CH3:20])=[CH:15][CH:14]=2)[N:11]=1.CCN(C(C)C)C(C)C.[C:45](Cl)(=[O:48])[CH:46]=[CH2:47].C([O-])([O-])=O.[Na+].[Na+]. (4) Given the product [CH3:1][O:2][C:3](=[O:14])[C:4]1[C:5]([Cl:13])=[CH:6][C:7]([C:11]2[NH:17][N:16]=[N:15][N:12]=2)=[CH:8][C:9]=1[Cl:10], predict the reactants needed to synthesize it. The reactants are: [CH3:1][O:2][C:3](=[O:14])[C:4]1[C:9]([Cl:10])=[CH:8][C:7]([C:11]#[N:12])=[CH:6][C:5]=1[Cl:13].[N:15]([Sn](CCCC)(CCCC)CCCC)=[N+:16]=[N-:17]. (5) Given the product [C:80]1([CH:86]2[CH2:90][CH2:89][CH2:88][N:87]2[C:2]2[CH:11]=[CH:10][CH:9]=[C:8]3[C:3]=2[CH:4]=[CH:5][C:6]([S:12]([NH:15][C:16]2[S:20][N:19]=[CH:18][N:17]=2)(=[O:14])=[O:13])=[CH:7]3)[CH:85]=[CH:84][CH:83]=[CH:82][CH:81]=1, predict the reactants needed to synthesize it. The reactants are: Br[C:2]1[CH:11]=[CH:10][CH:9]=[C:8]2[C:3]=1[CH:4]=[CH:5][C:6]([S:12]([N:15](CC1C=CC(OC)=CC=1OC)[C:16]1[S:20][N:19]=[CH:18][N:17]=1)(=[O:14])=[O:13])=[CH:7]2.CC1(C)C2C(=C(P(C3C=CC=CC=3)C3C=CC=CC=3)C=CC=2)OC2C(P(C3C=CC=CC=3)C3C=CC=CC=3)=CC=CC1=2.C(=O)([O-])[O-].[Cs+].[Cs+].[C:80]1([CH:86]2[CH2:90][CH2:89][CH2:88][NH:87]2)[CH:85]=[CH:84][CH:83]=[CH:82][CH:81]=1. (6) Given the product [N+:17]([CH2:20][C:21]1([C:2]2[CH:7]=[CH:6][CH:5]=[C:4]([C:8]([F:11])([F:10])[F:9])[CH:3]=2)[CH2:24][O:23][CH2:22]1)([O-:19])=[O:18], predict the reactants needed to synthesize it. The reactants are: Br[C:2]1[CH:7]=[CH:6][CH:5]=[C:4]([C:8]([F:11])([F:10])[F:9])[CH:3]=1.C([Li])CCC.[N+:17]([CH:20]=[C:21]1[CH2:24][O:23][CH2:22]1)([O-:19])=[O:18].[Cl-].[NH4+].